This data is from Catalyst prediction with 721,799 reactions and 888 catalyst types from USPTO. The task is: Predict which catalyst facilitates the given reaction. (1) Reactant: [CH3:1][C:2]1[C:3]([CH2:9][NH:10][C@@H:11]2[C:20]3[N:19]=[CH:18][CH:17]=[CH:16][C:15]=3[CH2:14][CH2:13][CH2:12]2)=[N:4][CH:5]=[C:6]([CH3:8])[CH:7]=1.[CH3:21][O:22][C:23](=[O:34])[C:24]1[CH:29]=[C:28]([C:30]#[N:31])[CH:27]=[CH:26][C:25]=1[CH2:32]Br.CCN(C(C)C)C(C)C. Product: [CH3:21][O:22][C:23](=[O:34])[C:24]1[CH:29]=[C:28]([C:30]#[N:31])[CH:27]=[CH:26][C:25]=1[CH2:32][N:10]([CH2:9][C:3]1[C:2]([CH3:1])=[CH:7][C:6]([CH3:8])=[CH:5][N:4]=1)[CH:11]1[C:20]2[N:19]=[CH:18][CH:17]=[CH:16][C:15]=2[CH2:14][CH2:13][CH2:12]1. The catalyst class is: 23. (2) Product: [Si:12]([O:19][N:20]=[C:21]1[C:29]2[C:24](=[CH:25][C:26]([NH:30][C:31]3[C:39]4[C:34](=[CH:35][N:36]=[CH:37][CH:38]=4)[S:33][C:32]=3[C:40]([NH:1][C:2]3[CH:7]=[CH:6][CH:5]=[CH:4][CH:3]=3)=[O:42])=[CH:27][CH:28]=2)[CH2:23][CH2:22]1)([C:15]([CH3:17])([CH3:16])[CH3:18])([CH3:14])[CH3:13]. Reactant: [NH2:1][C:2]1[CH:7]=[CH:6][CH:5]=[CH:4][CH:3]=1.C[Al](C)C.[Si:12]([O:19][N:20]=[C:21]1[C:29]2[C:24](=[CH:25][C:26]([NH:30][C:31]3[C:39]4[C:34](=[CH:35][N:36]=[CH:37][CH:38]=4)[S:33][C:32]=3[C:40]([O:42]CC)=O)=[CH:27][CH:28]=2)[CH2:23][CH2:22]1)([C:15]([CH3:18])([CH3:17])[CH3:16])([CH3:14])[CH3:13]. The catalyst class is: 2. (3) Reactant: [H-].[Na+].[CH3:3][C:4]([CH3:8])([CH3:7])[CH2:5][OH:6].[Cl:9][C:10]1[CH:15]=[C:14](Cl)[N:13]=[CH:12][N:11]=1.[Cl-].[NH4+]. Product: [Cl:9][C:10]1[CH:15]=[C:14]([O:6][CH2:5][C:4]([CH3:8])([CH3:7])[CH3:3])[N:13]=[CH:12][N:11]=1. The catalyst class is: 7. (4) Reactant: Br[C:2]1[CH:3]=[C:4]([CH:8]2[O:13][CH2:12][CH2:11][CH2:10][O:9]2)[CH:5]=[CH:6][CH:7]=1.[CH:14]([N:17]1[CH2:22][CH2:21][CH:20]([NH2:23])[CH2:19][CH2:18]1)([CH3:16])[CH3:15].C1(P(C2C=CC=CC=2)C2C=CC3C(=CC=CC=3)C=2C2C3C(=CC=CC=3)C=CC=2P(C2C=CC=CC=2)C2C=CC=CC=2)C=CC=CC=1.CC(C)([O-])C.[Na+]. Product: [O:9]1[CH2:10][CH2:11][CH2:12][O:13][CH:8]1[C:4]1[CH:3]=[C:2]([NH:23][CH:20]2[CH2:21][CH2:22][N:17]([CH:14]([CH3:16])[CH3:15])[CH2:18][CH2:19]2)[CH:7]=[CH:6][CH:5]=1. The catalyst class is: 101. (5) Reactant: [CH3:1][C:2]1[S:3][C:4]2[CH:10]=[C:9]([S:11](Cl)(=[O:13])=[O:12])[CH:8]=[CH:7][C:5]=2[N:6]=1.[CH3:15][NH:16][CH3:17].C(N(CC)CC)C.CCCCCC. Product: [CH3:15][N:16]([CH3:17])[S:11]([C:9]1[CH:8]=[CH:7][C:5]2[N:6]=[C:2]([CH3:1])[S:3][C:4]=2[CH:10]=1)(=[O:13])=[O:12]. The catalyst class is: 54.